From a dataset of Catalyst prediction with 721,799 reactions and 888 catalyst types from USPTO. Predict which catalyst facilitates the given reaction. (1) Reactant: [F:1][C:2]1[CH:10]=[C:9]([C:11]2[N:16]=[C:15]3[N:17]([CH2:20][C:21]4[CH:22]=[C:23]5[C:28](=[CH:29][CH:30]=4)[N:27]=[CH:26][CH:25]=[CH:24]5)[N:18]=[N:19][C:14]3=[CH:13][CH:12]=2)[CH:8]=[CH:7][C:3]=1[C:4](O)=[O:5].CN(C=O)C.CN(C(ON1N=NC2C=CC=NC1=2)=[N+](C)C)C.F[P-](F)(F)(F)(F)F.C([NH:67][CH2:68][CH2:69][CH2:70][NH2:71])(OC(C)(C)C)=O. Product: [NH2:67][CH2:68][CH2:69][CH2:70][NH:71][C:4](=[O:5])[C:3]1[CH:7]=[CH:8][C:9]([C:11]2[N:16]=[C:15]3[N:17]([CH2:20][C:21]4[CH:22]=[C:23]5[C:28](=[CH:29][CH:30]=4)[N:27]=[CH:26][CH:25]=[CH:24]5)[N:18]=[N:19][C:14]3=[CH:13][CH:12]=2)=[CH:10][C:2]=1[F:1]. The catalyst class is: 574. (2) Reactant: [CH2:1]1[CH2:14][O:13][C:12]2[CH:11]=[CH:10][C:5]([C:6](=O)[CH2:7]Br)=[CH:4][C:3]=2[O:2]1.[N:15]1([CH2:21][CH2:22][CH2:23][NH:24][C:25]([NH2:27])=[S:26])[CH2:20][CH2:19][O:18][CH2:17][CH2:16]1.C(N(CC)C(C)C)(C)C.[S:37]1[CH:41]=[CH:40][CH:39]=[C:38]1[C:42](Cl)=[O:43]. Product: [O:13]1[CH2:14][CH2:1][O:2][C:3]2[CH:4]=[C:5]([C:6]3[N:27]=[C:25]([N:24]([CH2:23][CH2:22][CH2:21][N:15]4[CH2:16][CH2:17][O:18][CH2:19][CH2:20]4)[C:42]([C:38]4[S:37][CH:41]=[CH:40][CH:39]=4)=[O:43])[S:26][CH:7]=3)[CH:10]=[CH:11][C:12]1=2. The catalyst class is: 8. (3) Reactant: [C:1](O[C:1](=[O:4])[CH2:2][CH3:3])(=[O:4])[CH2:2][CH3:3].Cl.[NH2:11][CH2:12][CH:13]1[O:17][C:16](=[O:18])[N:15]([C:19]2[CH:24]=[CH:23][C:22]([N:25]3[CH:30]=[CH:29][C:28](=[O:31])[CH2:27][CH2:26]3)=[C:21]([F:32])[CH:20]=2)[CH2:14]1.N1C=CC=CC=1. Product: [F:32][C:21]1[CH:20]=[C:19]([N:15]2[CH2:14][CH:13]([CH2:12][NH:11][C:1](=[O:4])[CH2:2][CH3:3])[O:17][C:16]2=[O:18])[CH:24]=[CH:23][C:22]=1[N:25]1[CH:26]=[CH:27][C:28](=[O:31])[CH2:29][CH2:30]1. The catalyst class is: 59. (4) Reactant: C([O:3][C:4](=[O:23])[C:5]([O:15][C:16]1[CH:21]=[CH:20][C:19]([F:22])=[CH:18][CH:17]=1)([CH3:14])[CH2:6][C:7]1[CH:12]=[CH:11][C:10](O)=[CH:9][CH:8]=1)C.[CH3:24][C:25]1[O:29][C:28]([C:30]2[CH:35]=[CH:34][C:33]([C:36]3[CH:41]=[CH:40][CH:39]=[CH:38][CH:37]=3)=[CH:32][CH:31]=2)=[N:27][C:26]=1[CH2:42][CH2:43][O:44]S(C1C=CC(C)=CC=1)(=O)=O.C([O-])([O-])=O.[K+].[K+].[OH-].[Na+]. Product: [C:33]1([C:36]2[CH:37]=[CH:38][CH:39]=[CH:40][CH:41]=2)[CH:34]=[CH:35][C:30]([C:28]2[O:29][C:25]([CH3:24])=[C:26]([CH2:42][CH2:43][O:44][C:10]3[CH:9]=[CH:8][C:7]([CH2:6][C:5]([O:15][C:16]4[CH:21]=[CH:20][C:19]([F:22])=[CH:18][CH:17]=4)([CH3:14])[C:4]([OH:23])=[O:3])=[CH:12][CH:11]=3)[N:27]=2)=[CH:31][CH:32]=1. The catalyst class is: 8. (5) The catalyst class is: 32. Product: [CH3:1][O:2][C:3]1[CH:4]=[CH:5][C:6]2[N:14]3[C:9]([CH2:10][CH2:11][CH2:12][CH2:13]3)=[C:8]([CH2:15][CH2:16][N+:17]([O-:19])=[O:18])[C:7]=2[N:20]=1. Reactant: [CH3:1][O:2][C:3]1[CH:4]=[CH:5][C:6]2[N:14]3[C:9]([CH2:10][CH2:11][CH2:12][CH2:13]3)=[C:8]([CH:15]=[CH:16][N+:17]([O-:19])=[O:18])[C:7]=2[N:20]=1.C(Cl)(Cl)Cl.[BH4-].[Na+].C(O)(=O)C. (6) The catalyst class is: 9. Product: [F:1][C:2]1[CH:3]=[C:4]([NH:8][C:9]([C:11]2[NH:12][C:13]3[C:18]([CH:19]=2)=[CH:17][C:16]([CH:20]2[CH2:25][CH2:24][CH2:23][N:22]([CH:27]([CH3:29])[CH3:28])[CH2:21]2)=[CH:15][CH:14]=3)=[O:10])[CH:5]=[CH:6][CH:7]=1. Reactant: [F:1][C:2]1[CH:3]=[C:4]([NH:8][C:9]([C:11]2[NH:12][C:13]3[C:18]([CH:19]=2)=[CH:17][C:16]([C:20]2[CH:21]=[N:22][CH:23]=[CH:24][CH:25]=2)=[CH:15][CH:14]=3)=[O:10])[CH:5]=[CH:6][CH:7]=1.Br[CH:27]([CH3:29])[CH3:28]. (7) Reactant: [Na].[Cl:2][C:3]1[CH:8]=[C:7]([O:9][CH3:10])[CH:6]=[CH:5][C:4]=1[OH:11].[C:12]([O:16][CH2:17][CH3:18])(=[O:15])[CH:13]=[CH2:14]. Product: [Cl:2][C:3]1[CH:8]=[C:7]([O:9][CH3:10])[CH:6]=[CH:5][C:4]=1[O:11][CH2:14][CH2:13][C:12]([O:16][CH2:17][CH3:18])=[O:15]. The catalyst class is: 8. (8) Reactant: [Cl:1][C:2]1[CH:7]=[CH:6][CH:5]=[C:4]([F:8])[C:3]=1[NH:9][C:10]1[NH:14][C:13]2[C:15]([N+:24]([O-])=O)=[C:16]([OH:23])[C:17]([C:19]([O:21][CH3:22])=[O:20])=[CH:18][C:12]=2[N:11]=1.C(O)(=O)C. Product: [NH2:24][C:15]1[C:13]2[NH:14][C:10]([NH:9][C:3]3[C:4]([F:8])=[CH:5][CH:6]=[CH:7][C:2]=3[Cl:1])=[N:11][C:12]=2[CH:18]=[C:17]([C:19]([O:21][CH3:22])=[O:20])[C:16]=1[OH:23]. The catalyst class is: 48.